This data is from Forward reaction prediction with 1.9M reactions from USPTO patents (1976-2016). The task is: Predict the product of the given reaction. (1) Given the reactants [CH3:1][O:2][C:3]1[CH:4]=[C:5]2[CH2:14][CH:13]([CH2:15][CH:16]3[CH2:21][CH2:20][N:19]([CH2:22][C:23]4[CH:24]=[CH:25][CH:26]=[CH:27][CH:28]=4)[CH2:18][CH2:17]3)[C:11](=[O:12])[C:6]2=[CH:7][C:8]=1[O:9][CH3:10].Cl.[K], predict the reaction product. The product is: [CH3:1][O:2][C:3]1[CH:4]=[C:5]2[CH2:14][CH:13]([CH2:15][CH:16]3[CH2:17][CH2:18][N:19]([CH2:22][C:23]4[CH:28]=[CH:27][CH:26]=[CH:25][CH:24]=4)[CH2:20][CH2:21]3)[C:11](=[O:12])[C:6]2=[CH:7][C:8]=1[O:9][CH3:10]. (2) Given the reactants [Br:1][C:2]1[CH:7]=[CH:6][C:5]([S:8](Cl)(=[O:10])=[O:9])=[CH:4][CH:3]=1.[CH3:12][O:13][CH2:14][CH2:15][NH2:16], predict the reaction product. The product is: [Br:1][C:2]1[CH:7]=[CH:6][C:5]([S:8]([NH:16][CH2:15][CH2:14][O:13][CH3:12])(=[O:10])=[O:9])=[CH:4][CH:3]=1.